Dataset: Catalyst prediction with 721,799 reactions and 888 catalyst types from USPTO. Task: Predict which catalyst facilitates the given reaction. (1) Reactant: [N:1]1[CH:2]=[CH:3][N:4]2[C:9]=1[CH:8]=[CH:7][C:6]([O:10][C:11]1[CH:12]=[C:13]([CH:15]=[CH:16][CH:17]=1)[NH2:14])=[N:5]2.C(N(CC)CC)C.[F:25][C:26]([F:37])([F:36])[C:27]1[CH:32]=[CH:31][C:30]([N:33]=[C:34]=[O:35])=[CH:29][CH:28]=1. Product: [N:1]1[CH:2]=[CH:3][N:4]2[C:9]=1[CH:8]=[CH:7][C:6]([O:10][C:11]1[CH:12]=[C:13]([NH:14][C:34]([NH:33][C:30]3[CH:29]=[CH:28][C:27]([C:26]([F:25])([F:36])[F:37])=[CH:32][CH:31]=3)=[O:35])[CH:15]=[CH:16][CH:17]=1)=[N:5]2. The catalyst class is: 7. (2) Product: [OH:2][NH:3][CH2:4][C:5]([NH:7][C@H:8]([C:14]([OH:16])=[O:15])[CH2:9][CH2:10][CH2:11][CH2:12][NH2:13])=[O:6]. The catalyst class is: 6. Reactant: C[O:2][NH:3][CH2:4][C:5]([NH:7][C@H:8]([C:14]([OH:16])=[O:15])[CH2:9][CH2:10][CH2:11][CH2:12][NH2:13])=[O:6].CO.[OH-].[Na+]. (3) Reactant: [CH3:1][C:2]1[CH:11]=[CH:10][C:9]2[C:4](=[C:5]([C:12]([OH:14])=[O:13])[CH:6]=[CH:7][CH:8]=2)[N:3]=1.Cl[Si](C)(C)[CH3:17]. Product: [CH3:1][C:2]1[CH:11]=[CH:10][C:9]2[C:4](=[C:5]([C:12]([O:14][CH3:17])=[O:13])[CH:6]=[CH:7][CH:8]=2)[N:3]=1. The catalyst class is: 5. (4) Reactant: [CH:1]([C:4]1[CH:9]=[CH:8][C:7]([C:10]2[N:14]([CH2:15][CH2:16][O:17][CH3:18])[C:13]3[C:19]([O:29][CH3:30])=[CH:20][C:21]([CH2:27]O)=[C:22]([C:23]([F:26])([F:25])[F:24])[C:12]=3[N:11]=2)=[CH:6][CH:5]=1)([CH3:3])[CH3:2].C1(P(C2C=CC=CC=2)C2C=CC=CC=2)C=CC=CC=1.C(Br)(Br)(Br)[Br:51]. Product: [Br:51][CH2:27][C:21]1[CH:20]=[C:19]([O:29][CH3:30])[C:13]2[N:14]([CH2:15][CH2:16][O:17][CH3:18])[C:10]([C:7]3[CH:8]=[CH:9][C:4]([CH:1]([CH3:3])[CH3:2])=[CH:5][CH:6]=3)=[N:11][C:12]=2[C:22]=1[C:23]([F:24])([F:26])[F:25]. The catalyst class is: 1. (5) Reactant: [CH3:1][C:2]1[CH:10]=[CH:9][CH:8]=[CH:7][C:3]=1[C:4](O)=[O:5].Cl.CN(C)CCCN=C=NCC.C(N(CC)C(C)C)(C)C.Cl.[CH3:33][NH:34][O:35][CH3:36]. Product: [CH3:36][O:35][N:34]([CH3:33])[C:4](=[O:5])[C:3]1[CH:7]=[CH:8][CH:9]=[CH:10][C:2]=1[CH3:1]. The catalyst class is: 146. (6) Reactant: Cl[C:2]1[C:3]2[CH:10]=[CH:9][NH:8][C:4]=2[N:5]=[CH:6][N:7]=1.[F:11][C:12]1[C:17](B2OC(C)(C)C(C)(C)O2)=[CH:16][CH:15]=[CH:14][N:13]=1.O.C([O-])([O-])=O.[Na+].[Na+]. Product: [F:11][C:12]1[C:17]([C:2]2[C:3]3[CH:10]=[CH:9][NH:8][C:4]=3[N:5]=[CH:6][N:7]=2)=[CH:16][CH:15]=[CH:14][N:13]=1. The catalyst class is: 104. (7) The catalyst class is: 1. Product: [OH:8][CH2:9][CH2:10][CH2:11][N:12]1[N:16]=[N:15][C:14]([C:17]2[CH:18]=[C:19]([C:23]#[C:24][C:25]3[CH:26]=[C:27]([NH:31][C:32]([C:34]4[O:35][CH:36]=[CH:37][C:38]=4[CH3:39])=[O:33])[CH:28]=[CH:29][CH:30]=3)[CH:20]=[N:21][CH:22]=2)=[N:13]1. Reactant: [Si]([O:8][CH2:9][CH2:10][CH2:11][N:12]1[N:16]=[N:15][C:14]([C:17]2[CH:18]=[C:19]([C:23]#[C:24][C:25]3[CH:26]=[C:27]([NH:31][C:32]([C:34]4[O:35][CH:36]=[CH:37][C:38]=4[CH3:39])=[O:33])[CH:28]=[CH:29][CH:30]=3)[CH:20]=[N:21][CH:22]=2)=[N:13]1)(C(C)(C)C)(C)C.[F-].C([N+](CCCC)(CCCC)CCCC)CCC.